Dataset: Forward reaction prediction with 1.9M reactions from USPTO patents (1976-2016). Task: Predict the product of the given reaction. (1) Given the reactants [C:1]([O:5][C:6](=[O:26])[NH:7][CH:8]([C:10]1[CH:15]=[CH:14][C:13]([C:16](=[O:24])[NH:17][C:18]2[CH:23]=[CH:22][N:21]=[CH:20][CH:19]=2)=[CH:12][C:11]=1Br)[CH3:9])([CH3:4])([CH3:3])[CH3:2].[OH:27][C:28]1[CH:29]=[C:30](B(O)O)[CH:31]=[CH:32][CH:33]=1.C([O-])([O-])=O.[Na+].[Na+], predict the reaction product. The product is: [C:1]([O:5][C:6](=[O:26])[NH:7][CH:8]([C:10]1[CH:15]=[CH:14][C:13]([C:16](=[O:24])[NH:17][C:18]2[CH:23]=[CH:22][N:21]=[CH:20][CH:19]=2)=[CH:12][C:11]=1[C:32]1[CH:31]=[CH:30][CH:29]=[C:28]([OH:27])[CH:33]=1)[CH3:9])([CH3:4])([CH3:3])[CH3:2]. (2) The product is: [CH3:12][O:11][C:10]1[C:5]([CH2:3][OH:2])=[N:6][CH:7]=[C:8]([C:13]2[CH:18]=[CH:17][CH:16]=[CH:15][CH:14]=2)[N:9]=1. Given the reactants C[O:2][C:3]([C:5]1[C:10]([O:11][CH3:12])=[N:9][C:8]([C:13]2[CH:18]=[CH:17][CH:16]=[CH:15][CH:14]=2)=[CH:7][N:6]=1)=O.CC(C[AlH]CC(C)C)C, predict the reaction product. (3) Given the reactants [C:1]([C:3]1[CH:4]=[C:5]([C:17]2[S:21][C:20]([C:22]([O:24][CH3:25])=[O:23])=[CH:19][CH:18]=2)[CH:6]=[CH:7][C:8]=1OS(C(F)(F)F)(=O)=O)#[N:2].C(=O)([O-])[O-].[K+].[K+].O.[NH2:33][C:34]1[CH:35]=[C:36](B(O)O)[CH:37]=[CH:38][CH:39]=1, predict the reaction product. The product is: [NH2:33][C:34]1[CH:39]=[C:38]([C:8]2[CH:7]=[CH:6][C:5]([C:17]3[S:21][C:20]([C:22]([O:24][CH3:25])=[O:23])=[CH:19][CH:18]=3)=[CH:4][C:3]=2[C:1]#[N:2])[CH:37]=[CH:36][CH:35]=1. (4) Given the reactants [NH2:1][C:2]1[CH:3]=[C:4]([C:10]2[O:11][C:12]3[CH:18]=[CH:17][C:16]([C:19]4[CH:24]=[CH:23][C:22]([Cl:25])=[CH:21][CH:20]=4)=[CH:15][C:13]=3[N:14]=2)[CH:5]=[CH:6][C:7]=1[O:8][CH3:9].[CH:26]1[C:31]([C:32]([OH:34])=[O:33])=[CH:30][C:29]2[C:35]([O:37][C:38](=O)[C:28]=2[CH:27]=1)=[O:36], predict the reaction product. The product is: [CH3:9][O:8][C:7]1[CH:6]=[CH:5][C:4]([C:10]2[O:11][C:12]3[CH:18]=[CH:17][C:16]([C:19]4[CH:24]=[CH:23][C:22]([Cl:25])=[CH:21][CH:20]=4)=[CH:15][C:13]=3[N:14]=2)=[CH:3][C:2]=1[N:1]1[C:35](=[O:36])[C:29]2[C:28](=[CH:27][CH:26]=[C:31]([C:32]([OH:34])=[O:33])[CH:30]=2)[C:38]1=[O:37]. (5) The product is: [C:1]([O:5][C:6](=[O:20])[N:7]([CH3:21])[C:8]1[CH:13]=[CH:12][C:11]([CH2:14][CH2:15][CH3:16])=[C:10]([N+:17]([O-:19])=[O:18])[CH:9]=1)([CH3:2])([CH3:3])[CH3:4]. Given the reactants [C:1]([O:5][C:6](=[O:20])[NH:7][C:8]1[CH:13]=[CH:12][C:11]([CH2:14][CH2:15][CH3:16])=[C:10]([N+:17]([O-:19])=[O:18])[CH:9]=1)([CH3:4])([CH3:3])[CH3:2].[CH3:21]I, predict the reaction product. (6) Given the reactants [CH2:1]([O:8][C:9]1[C:17]2[C:12](=[CH:13][CH:14]=[CH:15][CH:16]=2)[N:11]([CH2:18][C:19]2[O:23][C:22]([C:24](O)=[O:25])=[CH:21][CH:20]=2)[N:10]=1)[C:2]1[CH:7]=[CH:6][CH:5]=[CH:4][CH:3]=1.[CH3:27][N:28]([CH3:33])[CH2:29][CH2:30][CH2:31][NH2:32], predict the reaction product. The product is: [CH2:1]([O:8][C:9]1[C:17]2[C:12](=[CH:13][CH:14]=[CH:15][CH:16]=2)[N:11]([CH2:18][C:19]2[O:23][C:22]([C:24]([NH:32][CH2:31][CH2:30][CH2:29][N:28]([CH3:33])[CH3:27])=[O:25])=[CH:21][CH:20]=2)[N:10]=1)[C:2]1[CH:3]=[CH:4][CH:5]=[CH:6][CH:7]=1. (7) Given the reactants [CH2:1]([N:3]([CH2:8][CH3:9])[CH2:4][CH2:5][C:6]#[N:7])[CH3:2].[NH2:10][OH:11], predict the reaction product. The product is: [CH2:1]([N:3]([CH2:8][CH3:9])[CH2:4][CH2:5][C:6](=[N:10][OH:11])[NH2:7])[CH3:2].